Task: Predict which catalyst facilitates the given reaction.. Dataset: Catalyst prediction with 721,799 reactions and 888 catalyst types from USPTO (1) Reactant: [Br:1][C:2]1[CH:3]=[CH:4][C:5]2[O:11][CH2:10][CH2:9][NH:8][CH:7]([CH3:12])[C:6]=2[CH:13]=1.CCN(CC)CC.[C:21](O[C:21]([O:23][C:24]([CH3:27])([CH3:26])[CH3:25])=[O:22])([O:23][C:24]([CH3:27])([CH3:26])[CH3:25])=[O:22]. Product: [Br:1][C:2]1[CH:3]=[CH:4][C:5]2[O:11][CH2:10][CH2:9][N:8]([C:21]([O:23][C:24]([CH3:27])([CH3:26])[CH3:25])=[O:22])[CH:7]([CH3:12])[C:6]=2[CH:13]=1. The catalyst class is: 2. (2) Product: [F:22][C:19]1[CH:20]=[CH:21][C:16]([C:4]([C:5]2[CH:6]=[N:7][C:8]([O:11][CH3:12])=[CH:9][CH:10]=2)=[O:13])=[CH:17][CH:18]=1. Reactant: CON(C)[C:4](=[O:13])[C:5]1[CH:10]=[CH:9][C:8]([O:11][CH3:12])=[N:7][CH:6]=1.Br[C:16]1[CH:21]=[CH:20][C:19]([F:22])=[CH:18][CH:17]=1.[Li]CCCC.Cl. The catalyst class is: 49. (3) Reactant: [CH3:1][O:2][C:3]1[CH:4]=[CH:5][C:6]([NH:11][C:12]2[C:13]3[N:14]([CH:40]=[CH:41][N:42]=3)[N:15]=[C:16]([N:18]3[CH2:23][CH2:22][CH2:21][CH:20]([C:24]([NH:26][C:27]4[CH:39]=[CH:38][C:30]([C:31]([O:33]C(C)(C)C)=[O:32])=[CH:29][CH:28]=4)=[O:25])[CH2:19]3)[CH:17]=2)=[N:7][C:8]=1[O:9][CH3:10].C(O)(C(F)(F)F)=O. Product: [CH3:1][O:2][C:3]1[CH:4]=[CH:5][C:6]([NH:11][C:12]2[C:13]3[N:14]([CH:40]=[CH:41][N:42]=3)[N:15]=[C:16]([N:18]3[CH2:23][CH2:22][CH2:21][CH:20]([C:24]([NH:26][C:27]4[CH:28]=[CH:29][C:30]([C:31]([OH:33])=[O:32])=[CH:38][CH:39]=4)=[O:25])[CH2:19]3)[CH:17]=2)=[N:7][C:8]=1[O:9][CH3:10]. The catalyst class is: 4.